From a dataset of TCR-epitope binding with 47,182 pairs between 192 epitopes and 23,139 TCRs. Binary Classification. Given a T-cell receptor sequence (or CDR3 region) and an epitope sequence, predict whether binding occurs between them. (1) The epitope is KPLEFGATSAAL. The TCR CDR3 sequence is CASSAPDGSYEQYF. Result: 0 (the TCR does not bind to the epitope). (2) The epitope is RLRAEAQVK. The TCR CDR3 sequence is CASSPPSYYEQYF. Result: 1 (the TCR binds to the epitope). (3) The epitope is RLQSLQTYV. The TCR CDR3 sequence is CASSLATDGYTF. Result: 0 (the TCR does not bind to the epitope). (4) The epitope is LPAADLDDF. The TCR CDR3 sequence is CASSSPASDEQFF. Result: 1 (the TCR binds to the epitope). (5) The epitope is RPRGEVRFL. The TCR CDR3 sequence is CASSEGLAGEEEQFF. Result: 0 (the TCR does not bind to the epitope). (6) The epitope is LEPLVDLPI. The TCR CDR3 sequence is CASSQARLAGTGELFF. Result: 0 (the TCR does not bind to the epitope). (7) The epitope is PROT_97E67BCC. The TCR CDR3 sequence is CASSDLASGTNEQFF. Result: 1 (the TCR binds to the epitope).